From a dataset of Forward reaction prediction with 1.9M reactions from USPTO patents (1976-2016). Predict the product of the given reaction. Given the reactants C1(C)C=CC(S(O)(=O)=O)=CC=1.[CH2:12]([O:19][C:20](=[O:23])[CH2:21][NH2:22])[C:13]1[CH:18]=[CH:17][CH:16]=[CH:15][CH:14]=1.[O:24]1[CH2:29][CH2:28][N:27]([C:30](Cl)=[O:31])[CH2:26][CH2:25]1.C(N(C(C)C)C(C)C)C, predict the reaction product. The product is: [CH2:12]([O:19][C:20](=[O:23])[CH2:21][NH:22][C:30]([N:27]1[CH2:28][CH2:29][O:24][CH2:25][CH2:26]1)=[O:31])[C:13]1[CH:18]=[CH:17][CH:16]=[CH:15][CH:14]=1.